Dataset: Catalyst prediction with 721,799 reactions and 888 catalyst types from USPTO. Task: Predict which catalyst facilitates the given reaction. (1) Reactant: [F:1][C:2]1[CH:10]=[CH:9][C:8]([C:11]([F:14])([F:13])[F:12])=[CH:7][C:3]=1[C:4]([OH:6])=O.[C:15]([O:19][C:20](=[O:23])[CH2:21][NH2:22])([CH3:18])([CH3:17])[CH3:16].CN([P+](ON1N=NC2C=CC=CC1=2)(N(C)C)N(C)C)C.F[P-](F)(F)(F)(F)F.CN1CCOCC1. Product: [F:1][C:2]1[CH:10]=[CH:9][C:8]([C:11]([F:14])([F:13])[F:12])=[CH:7][C:3]=1[C:4]([NH:22][CH2:21][C:20]([O:19][C:15]([CH3:18])([CH3:17])[CH3:16])=[O:23])=[O:6]. The catalyst class is: 42. (2) Reactant: C(O)(C)C.N12CCCNC1CCCC=C2.[CH3:16][C:17]1([CH3:29])[C:21]([CH3:23])([CH3:22])[O:20][B:19]([C:24]2[CH:25]=[N:26][NH:27][CH:28]=2)[O:18]1.[C:30]([CH:32]=[C:33]1[CH2:36][N:35]([C:37]([O:39][C:40]([CH3:43])([CH3:42])[CH3:41])=[O:38])[CH2:34]1)#[N:31]. Product: [C:30]([CH2:32][C:33]1([N:27]2[CH:28]=[C:24]([B:19]3[O:20][C:21]([CH3:22])([CH3:23])[C:17]([CH3:29])([CH3:16])[O:18]3)[CH:25]=[N:26]2)[CH2:36][N:35]([C:37]([O:39][C:40]([CH3:43])([CH3:42])[CH3:41])=[O:38])[CH2:34]1)#[N:31]. The catalyst class is: 194. (3) Reactant: C(OC([N:8]1[CH2:13][CH2:12][C:11](=[CH:14][C:15]2[CH:20]=[CH:19][CH:18]=[C:17]([O:21][C:22]3[CH:27]=[CH:26][C:25]([F:28])=[CH:24][CH:23]=3)[CH:16]=2)[CH2:10][CH2:9]1)=O)(C)(C)C.[ClH:29].C(OCC)C. Product: [ClH:29].[F:28][C:25]1[CH:24]=[CH:23][C:22]([O:21][C:17]2[CH:16]=[C:15]([CH:20]=[CH:19][CH:18]=2)[CH:14]=[C:11]2[CH2:10][CH2:9][NH:8][CH2:13][CH2:12]2)=[CH:27][CH:26]=1. The catalyst class is: 2. (4) Reactant: [C:1]1([CH3:10])[CH:6]=[CH:5][C:4]([N:7]=[C:8]=[O:9])=[CH:3][CH:2]=1.[CH3:11][O:12][C:13]1[CH:19]=[CH:18][C:17]([S:20]([CH:23]([F:25])[F:24])(=[O:22])=[O:21])=[CH:16][C:14]=1[NH2:15]. Product: [CH3:11][O:12][C:13]1[CH:19]=[CH:18][C:17]([S:20]([CH:23]([F:24])[F:25])(=[O:21])=[O:22])=[CH:16][C:14]=1[NH:15][C:8]([NH:7][C:4]1[CH:5]=[CH:6][C:1]([CH3:10])=[CH:2][CH:3]=1)=[O:9]. The catalyst class is: 25. (5) Reactant: [C:1](OC(=O)C)(=[O:3])[CH3:2].[NH2:8][CH2:9][C:10]1([C:16]([O:18][CH2:19][CH3:20])=[O:17])[CH2:15][CH2:14][CH2:13][CH2:12][O:11]1.CCN(C(C)C)C(C)C. Product: [C:1]([NH:8][CH2:9][C:10]1([C:16]([O:18][CH2:19][CH3:20])=[O:17])[CH2:15][CH2:14][CH2:13][CH2:12][O:11]1)(=[O:3])[CH3:2]. The catalyst class is: 2. (6) Reactant: [Br:1][C:2]1[CH:9]=[C:8]([F:10])[C:5]([CH2:6]O)=[C:4]([F:11])[CH:3]=1.C1(P(C2C=CC=CC=2)C2C=CC=CC=2)C=CC=CC=1.[Br:31]N1C(=O)CCC1=O. Product: [Br:1][C:2]1[CH:9]=[C:8]([F:10])[C:5]([CH2:6][Br:31])=[C:4]([F:11])[CH:3]=1. The catalyst class is: 4.